From a dataset of Full USPTO retrosynthesis dataset with 1.9M reactions from patents (1976-2016). Predict the reactants needed to synthesize the given product. (1) Given the product [Cl-:26].[O:29]=[C:28]([C:30]1[CH:35]=[CH:34][CH:33]=[CH:32][CH:31]=1)[CH2:27][N+:13]12[CH2:14][CH2:15][CH:16]([CH2:17][CH2:18]1)[C@H:11]([O:10][C:8](=[O:9])[CH:7]([C:1]1[CH:2]=[CH:3][CH:4]=[CH:5][CH:6]=1)[NH:19][C:20]1[CH:25]=[CH:24][CH:23]=[CH:22][CH:21]=1)[CH2:12]2, predict the reactants needed to synthesize it. The reactants are: [C:1]1([CH:7]([NH:19][C:20]2[CH:25]=[CH:24][CH:23]=[CH:22][CH:21]=2)[C:8]([O:10][C@H:11]2[CH:16]3[CH2:17][CH2:18][N:13]([CH2:14][CH2:15]3)[CH2:12]2)=[O:9])[CH:6]=[CH:5][CH:4]=[CH:3][CH:2]=1.[Cl:26][CH2:27][C:28]([C:30]1[CH:35]=[CH:34][CH:33]=[CH:32][CH:31]=1)=[O:29]. (2) Given the product [C:8]([C:2]1[CH:7]=[CH:6][CH:5]=[CH:4][N:3]=1)#[C:9][CH2:10][CH3:11], predict the reactants needed to synthesize it. The reactants are: Br[C:2]1[CH:7]=[CH:6][CH:5]=[CH:4][N:3]=1.[CH:8]#[C:9][CH2:10][CH3:11]. (3) Given the product [Cl:12][C:9]1[N:10]=[C:11]2[C:6](=[CH:7][CH:8]=1)[N:5]=[CH:4][C:3]([C:13](=[O:15])[CH3:14])=[C:2]2[NH:26][C:25]1[CH:24]=[CH:23][C:22]([CH2:21][N:16]2[CH2:20][CH2:19][CH2:18][CH2:17]2)=[CH:28][CH:27]=1, predict the reactants needed to synthesize it. The reactants are: Cl[C:2]1[C:11]2[C:6](=[CH:7][CH:8]=[C:9]([Cl:12])[N:10]=2)[N:5]=[CH:4][C:3]=1[C:13](=[O:15])[CH3:14].[N:16]1([CH2:21][C:22]2[CH:28]=[CH:27][C:25]([NH2:26])=[CH:24][CH:23]=2)[CH2:20][CH2:19][CH2:18][CH2:17]1. (4) Given the product [ClH:40].[ClH:45].[F:38][CH:2]([F:1])[C:3]1[N:7]([C:8]2[CH:13]=[C:12]([N:14]3[CH2:19][CH2:18][O:17][CH2:16][CH2:15]3)[N:11]=[C:10]([NH:20][CH2:21][CH:22]3[CH2:23][CH2:24][N:25]([C:28]4[CH:33]=[CH:32][CH:31]=[CH:30][CH:29]=4)[CH2:26][CH2:27]3)[N:9]=2)[C:6]2[CH:34]=[CH:35][CH:36]=[CH:37][C:5]=2[N:4]=1, predict the reactants needed to synthesize it. The reactants are: [F:1][CH:2]([F:38])[C:3]1[N:7]([C:8]2[CH:13]=[C:12]([N:14]3[CH2:19][CH2:18][O:17][CH2:16][CH2:15]3)[N:11]=[C:10]([NH:20][CH2:21][CH:22]3[CH2:27][CH2:26][N:25]([C:28]4[CH:33]=[CH:32][CH:31]=[CH:30][CH:29]=4)[CH2:24][CH2:23]3)[N:9]=2)[C:6]2[CH:34]=[CH:35][CH:36]=[CH:37][C:5]=2[N:4]=1.C(Cl)(Cl)[Cl:40].CO.[ClH:45]. (5) Given the product [CH3:11][N:10]1[C:3]2[C:2]([O:12][C:13]3[CH:14]=[C:15]4[C:20](=[CH:21][CH:22]=3)[C:19]([C:23]([OH:25])=[O:24])=[CH:18][CH:17]=[CH:16]4)=[N:7][CH:6]=[N:5][C:4]=2[CH:8]=[CH:9]1, predict the reactants needed to synthesize it. The reactants are: Cl[C:2]1[C:3]2[N:10]([CH3:11])[CH:9]=[CH:8][C:4]=2[N:5]=[CH:6][N:7]=1.[OH:12][C:13]1[CH:14]=[C:15]2[C:20](=[CH:21][CH:22]=1)[C:19]([C:23]([OH:25])=[O:24])=[CH:18][CH:17]=[CH:16]2.C(=O)([O-])[O-].[Cs+].[Cs+]. (6) Given the product [CH3:23][CH:22]([N:4]1[CH2:5][CH2:6][CH2:7][N:1]([C:8]([O:10][C:11]([CH3:14])([CH3:13])[CH3:12])=[O:9])[CH2:2][CH2:3]1)[CH3:24], predict the reactants needed to synthesize it. The reactants are: [N:1]1([C:8]([O:10][C:11]([CH3:14])([CH3:13])[CH3:12])=[O:9])[CH2:7][CH2:6][CH2:5][NH:4][CH2:3][CH2:2]1.C(=O)([O-])[O-].[K+].[K+].I[CH:22]([CH3:24])[CH3:23]. (7) The reactants are: [Br:1][C:2]1[CH:11]=[CH:10][CH:9]=[C:8]2[C:3]=1[C:4]([C:12]([O:14]C)=[O:13])=[CH:5][N:6]=[CH:7]2.[OH-].[K+]. Given the product [Br:1][C:2]1[CH:11]=[CH:10][CH:9]=[C:8]2[C:3]=1[C:4]([C:12]([OH:14])=[O:13])=[CH:5][N:6]=[CH:7]2, predict the reactants needed to synthesize it.